This data is from Full USPTO retrosynthesis dataset with 1.9M reactions from patents (1976-2016). The task is: Predict the reactants needed to synthesize the given product. The reactants are: C[O:2][C:3](=[O:16])[C:4]1[CH:9]=[C:8]([F:10])[CH:7]=[C:6]([C:11]([C:14]#[N:15])([CH3:13])[CH3:12])[CH:5]=1.[OH-].[Li+]. Given the product [C:14]([C:11]([CH3:13])([CH3:12])[C:6]1[CH:5]=[C:4]([CH:9]=[C:8]([F:10])[CH:7]=1)[C:3]([OH:16])=[O:2])#[N:15], predict the reactants needed to synthesize it.